Dataset: Catalyst prediction with 721,799 reactions and 888 catalyst types from USPTO. Task: Predict which catalyst facilitates the given reaction. (1) Reactant: [OH:1][C:2]1[C:3]2[N:4]([C:15]([CH3:19])=[C:16]([CH3:18])[N:17]=2)[CH:5]=[C:6]([N:8]2[CH:13]=[CH:12][CH:11]=[CH:10][C:9]2=[O:14])[CH:7]=1.Br[CH:21]1[C:29]2[C:24](=[CH:25][CH:26]=[CH:27][CH:28]=2)[CH2:23][CH2:22]1.C(=O)([O-])[O-].[K+].[K+]. Product: [CH:21]1([O:1][C:2]2[C:3]3[N:4]([C:15]([CH3:19])=[C:16]([CH3:18])[N:17]=3)[CH:5]=[C:6]([N:8]3[CH:13]=[CH:12][CH:11]=[CH:10][C:9]3=[O:14])[CH:7]=2)[C:29]2[C:24](=[CH:25][CH:26]=[CH:27][CH:28]=2)[CH2:23][CH2:22]1. The catalyst class is: 9. (2) Reactant: Cl[C:2]1[N:7]=[C:6]([NH:8][C:9]2[N:14]=[CH:13][C:12]3[N:15]=[C:16]([CH2:21][O:22][CH:23]4[CH2:28][CH2:27][CH2:26][CH2:25][O:24]4)[N:17]([CH:18]([CH3:20])[CH3:19])[C:11]=3[CH:10]=2)[CH:5]=[CH:4][N:3]=1.Cl.[F:30][C:31]([F:40])([F:39])[CH:32]1[CH:37]([OH:38])[CH2:36][CH2:35][NH:34][CH2:33]1.C(=O)([O-])[O-].[K+].[K+]. Product: [CH:18]([N:17]1[C:11]2[CH:10]=[C:9]([NH:8][C:6]3[CH:5]=[CH:4][N:3]=[C:2]([N:34]4[CH2:35][CH2:36][CH:37]([OH:38])[CH:32]([C:31]([F:30])([F:39])[F:40])[CH2:33]4)[N:7]=3)[N:14]=[CH:13][C:12]=2[N:15]=[C:16]1[CH2:21][O:22][CH:23]1[CH2:28][CH2:27][CH2:26][CH2:25][O:24]1)([CH3:20])[CH3:19]. The catalyst class is: 9. (3) Reactant: [C:1]([O:5][C:6]([N:8]1[CH2:13][CH2:12][O:11][CH:10]([C:14]([OH:16])=O)[CH2:9]1)=[O:7])([CH3:4])([CH3:3])[CH3:2].Cl.CN(C)CCCN=C=NCC.O.ON1C2C=CC=CC=2N=N1.[CH3:40][NH:41][O:42][CH3:43]. Product: [CH3:43][O:42][N:41]([CH3:40])[C:14]([CH:10]1[O:11][CH2:12][CH2:13][N:8]([C:6]([O:5][C:1]([CH3:2])([CH3:3])[CH3:4])=[O:7])[CH2:9]1)=[O:16]. The catalyst class is: 3. (4) Reactant: Cl.[CH2:2]([O:4][C:5](=[O:9])[C@H:6]([CH3:8])[NH2:7])[CH3:3].C([O-])(O)=O.[Na+].[Cl:15][CH2:16][C:17](Cl)=[O:18]. Product: [Cl:15][CH2:16][C:17]([NH:7][CH:6]([CH3:8])[C:5]([O:4][CH2:2][CH3:3])=[O:9])=[O:18]. The catalyst class is: 226. (5) Reactant: [C:1](OC(=O)C)(=[O:3])[CH3:2].N1C=CC=CC=1.[NH2:14][CH2:15][C@@H:16]1[O:20][C:19](=[O:21])[N:18]([C:22]2[CH:27]=[CH:26][C:25]([S:28]([CH3:30])=[O:29])=[C:24]([F:31])[CH:23]=2)[CH2:17]1. Product: [C:1]([NH:14][CH2:15][C@@H:16]1[O:20][C:19](=[O:21])[N:18]([C:22]2[CH:27]=[CH:26][C:25]([S:28]([CH3:30])=[O:29])=[C:24]([F:31])[CH:23]=2)[CH2:17]1)(=[O:3])[CH3:2]. The catalyst class is: 2.